This data is from Catalyst prediction with 721,799 reactions and 888 catalyst types from USPTO. The task is: Predict which catalyst facilitates the given reaction. (1) Reactant: [CH3:1][S:2](Cl)(=[O:4])=[O:3].[F:6][C:7]([F:34])([F:33])[C:8]1[N:12]2[N:13]=[C:14]([N:17]3[CH2:22][CH2:21][N:20]([C:23]4[CH:32]=[CH:31][C:26]([O:27][CH2:28][CH2:29][OH:30])=[CH:25][CH:24]=4)[CH2:19][CH2:18]3)[CH:15]=[CH:16][C:11]2=[N:10][N:9]=1.C(N(CC)CC)C. Product: [CH3:1][S:2]([O:30][CH2:29][CH2:28][O:27][C:26]1[CH:25]=[CH:24][C:23]([N:20]2[CH2:19][CH2:18][N:17]([C:14]3[CH:15]=[CH:16][C:11]4[N:12]([C:8]([C:7]([F:6])([F:33])[F:34])=[N:9][N:10]=4)[N:13]=3)[CH2:22][CH2:21]2)=[CH:32][CH:31]=1)(=[O:4])=[O:3]. The catalyst class is: 2. (2) Reactant: [N+:1]([C:4]1[CH:9]=[CH:8][C:7](B2OC(C)(C)C(C)(C)O2)=[CH:6][CH:5]=1)([O-:3])=[O:2].FC(F)(F)S(O[C:25]1[CH2:26][CH2:27][N:28]([C:31]([O:33][C:34]([CH3:37])([CH3:36])[CH3:35])=[O:32])[CH2:29][CH:30]=1)(=O)=O.C(=O)([O-])[O-].[Na+].[Na+]. Product: [N+:1]([C:4]1[CH:5]=[CH:6][C:7]([C:25]2[CH2:30][CH2:29][N:28]([C:31]([O:33][C:34]([CH3:37])([CH3:36])[CH3:35])=[O:32])[CH2:27][CH:26]=2)=[CH:8][CH:9]=1)([O-:3])=[O:2]. The catalyst class is: 108. (3) Reactant: [C:1]1([C:7]2[O:8][C:9]([C:15]([F:18])([F:17])[F:16])=[C:10]([C:12]([OH:14])=O)[N:11]=2)[CH:6]=[CH:5][CH:4]=[CH:3][CH:2]=1.[C:19](Cl)(=O)[C:20](Cl)=O.C1([C:30]2[C:31]([NH2:37])=[N:32][CH:33]=[C:34]([NH2:36])[CH:35]=2)CCCC1.C(N([CH2:43][CH3:44])CC)C.[CH2:45](Cl)Cl. Product: [CH:20]1([NH:37][C:31]2[N:32]=[CH:33][C:34]([NH:36][C:12]([C:10]3[N:11]=[C:7]([C:1]4[CH:2]=[CH:3][CH:4]=[CH:5][CH:6]=4)[O:8][C:9]=3[C:15]([F:18])([F:17])[F:16])=[O:14])=[CH:35][CH:30]=2)[CH2:19][CH2:44][CH2:43][CH2:45]1. The catalyst class is: 241.